From a dataset of Catalyst prediction with 721,799 reactions and 888 catalyst types from USPTO. Predict which catalyst facilitates the given reaction. Reactant: [CH3:1][O:2][C:3]1[CH:12]=[CH:11][C:10]([C:13]2[NH:17][N:16]=[N:15][N:14]=2)=[CH:9][C:4]=1[C:5]([O:7][CH3:8])=[O:6].[C:18](=O)([O-])[O-].[K+].[K+]. Product: [CH3:1][O:2][C:3]1[CH:12]=[CH:11][C:10]([C:13]2[N:14]=[N:15][N:16]([CH3:18])[N:17]=2)=[CH:9][C:4]=1[C:5]([O:7][CH3:8])=[O:6]. The catalyst class is: 21.